Dataset: Full USPTO retrosynthesis dataset with 1.9M reactions from patents (1976-2016). Task: Predict the reactants needed to synthesize the given product. (1) Given the product [CH3:1][N:2]([CH:14]1[CH2:18][CH2:17][O:16][CH2:15]1)[S:3]([NH2:6])(=[O:5])=[O:4], predict the reactants needed to synthesize it. The reactants are: [CH3:1][N:2]([CH:14]1[CH2:18][CH2:17][O:16][CH2:15]1)[S:3]([NH:6]C(=O)OC(C)(C)C)(=[O:5])=[O:4]. (2) Given the product [CH2:1]([O:8][C:9]1[CH:17]=[C:16]2[C:12]([C:13]([CH:18]3[CH2:19][CH2:20][CH2:21][CH2:22]3)=[N:14][N:15]2[CH2:26][CH2:27][N:28]2[CH2:33][CH2:32][CH2:31][CH2:30][CH2:29]2)=[CH:11][CH:10]=1)[C:2]1[CH:3]=[CH:4][CH:5]=[CH:6][CH:7]=1, predict the reactants needed to synthesize it. The reactants are: [CH2:1]([O:8][C:9]1[CH:17]=[C:16]2[C:12]([C:13]([CH:18]3[CH2:22][CH2:21][CH2:20][CH2:19]3)=[N:14][NH:15]2)=[CH:11][CH:10]=1)[C:2]1[CH:7]=[CH:6][CH:5]=[CH:4][CH:3]=1.[OH-].[Na+].Cl[CH2:26][CH2:27][N:28]1[CH2:33][CH2:32][CH2:31][CH2:30][CH2:29]1.C1(C)C=CC=CC=1.O1CCOCC1.